Task: Predict hERG channel inhibition at various concentrations.. Dataset: hERG Central: cardiac toxicity at 1µM, 10µM, and general inhibition (1) The molecule is CCCCN(CC)C(=S)Nc1ccc2nc(N3CCN(C)CC3)cc(C)c2c1. Results: hERG_inhib (hERG inhibition (general)): blocker. (2) The molecule is CCCCN=C1CC(C)(C)CC(=O)/C1=C(/O)CCCN1C(=O)c2ccccc2C1=O. Results: hERG_inhib (hERG inhibition (general)): blocker. (3) The drug is COc1ccc(NC(=O)C2CCN(C(=O)c3ccc(OC)cc3)CC2)cc1. Results: hERG_inhib (hERG inhibition (general)): blocker. (4) The compound is COc1ccc(CN2CCCC(C(=O)c3ccc(Cl)cc3)C2)c(OC)c1. Results: hERG_inhib (hERG inhibition (general)): blocker. (5) The drug is CC1Cc2ccccc2N1C(=O)CN1CCC(n2nnc3cc(C(F)(F)F)ccc32)CC1. Results: hERG_inhib (hERG inhibition (general)): blocker. (6) The compound is CCOC(=O)C1CCN(CCCSc2ccc(C)cc2)CC1.Cl. Results: hERG_inhib (hERG inhibition (general)): blocker.